This data is from Catalyst prediction with 721,799 reactions and 888 catalyst types from USPTO. The task is: Predict which catalyst facilitates the given reaction. (1) Reactant: [Cl:1][C:2]1[CH:3]=[C:4]([CH:35]=[CH:36][C:37]=1[Cl:38])[CH2:5][CH:6]1[C:15]2[C:10](=[CH:11][CH:12]=[C:13]([O:16][CH2:17][CH2:18][NH:19][S:20]([C:23]3[N:24]=[CH:25][N:26]([CH3:28])[CH:27]=3)(=[O:22])=[O:21])[CH:14]=2)[CH2:9][CH2:8][CH:7]1[NH:29][C:30](=O)[O:31]CC.[H-].[H-].[H-].[H-].[Li+].[Al+3].[OH-].[Na+]. Product: [Cl:1][C:2]1[CH:3]=[C:4]([CH:35]=[CH:36][C:37]=1[Cl:38])[CH2:5][CH:6]1[C:15]2[CH:14]=[C:13]([O:16][CH2:17][CH2:18][NH:19][S:20]([C:23]3[N:24]=[CH:25][N:26]([CH3:28])[CH:27]=3)(=[O:22])=[O:21])[CH:12]=[CH:11][C:10]=2[CH2:9][CH2:8][CH:7]1[NH:29][CH:30]=[O:31]. The catalyst class is: 1. (2) Reactant: C[O:2][C:3]1[CH:8]=[CH:7][C:6]([C:9]2[S:10][C:11]3[C:12](=[C:14]([C:18]([NH2:20])=[O:19])[CH:15]=[CH:16][CH:17]=3)[N:13]=2)=[CH:5][CH:4]=1.B(Br)(Br)Br.Cl. Product: [OH:2][C:3]1[CH:4]=[CH:5][C:6]([C:9]2[S:10][C:11]3[C:12](=[C:14]([C:18]([NH2:20])=[O:19])[CH:15]=[CH:16][CH:17]=3)[N:13]=2)=[CH:7][CH:8]=1. The catalyst class is: 4. (3) Reactant: [C:1]([O:5][C:6](=[O:32])[NH:7][C@@H:8]([CH2:19][C:20]1[C:28]2[C:23](=[CH:24][CH:25]=[C:26]([N+:29]([O-:31])=[O:30])[CH:27]=2)[NH:22][CH:21]=1)[C:9]([N:11]1[C@@H:15]([C:16](=O)[NH2:17])[CH2:14][S:13][CH2:12]1)=[O:10])([CH3:4])([CH3:3])[CH3:2].N1C=CN=C1.O=P(Cl)(Cl)Cl. Product: [C:1]([O:5][C:6](=[O:32])[NH:7][C@@H:8]([CH2:19][C:20]1[C:28]2[C:23](=[CH:24][CH:25]=[C:26]([N+:29]([O-:31])=[O:30])[CH:27]=2)[NH:22][CH:21]=1)[C:9]([N:11]1[C@@H:15]([C:16]#[N:17])[CH2:14][S:13][CH2:12]1)=[O:10])([CH3:4])([CH3:2])[CH3:3]. The catalyst class is: 17. (4) Reactant: [Cl:1][C:2]1[CH:31]=[CH:30][CH:29]=[CH:28][C:3]=1[CH2:4][S:5][C:6]1[CH:27]=[CH:26][C:9]2[N:10](C(OC(C)(C)C)=O)[C:11]([C:13]3[CH:18]=[CH:17][CH:16]=[CH:15][N:14]=3)=[N:12][C:8]=2[CH:7]=1.ClC1C=CC=CC=1CSC1C=CC2N=C(C3C=CC=CN=3)N(C(OC(C)(C)C)=O)C=2C=1.Cl.O1CCOCC1. Product: [Cl:1][C:2]1[CH:31]=[CH:30][CH:29]=[CH:28][C:3]=1[CH2:4][S:5][C:6]1[CH:27]=[CH:26][C:9]2[NH:10][C:11]([C:13]3[CH:18]=[CH:17][CH:16]=[CH:15][N:14]=3)=[N:12][C:8]=2[CH:7]=1. The catalyst class is: 5. (5) Product: [OH:21][C:20]1[C:12]([CH:2]2[C:10]3[C:5](=[CH:6][CH:7]=[CH:8][CH:9]=3)[NH:4][C:3]2=[O:11])=[CH:13][C:14]2[O:18][CH2:17][O:16][C:15]=2[CH:19]=1. Reactant: O[C:2]1([C:12]2[C:20]([OH:21])=[CH:19][C:15]3[O:16][CH2:17][O:18][C:14]=3[CH:13]=2)[C:10]2[C:5](=[CH:6][CH:7]=[CH:8][CH:9]=2)[NH:4][C:3]1=[O:11].C([SiH](CC)CC)C.CCCCCCC. The catalyst class is: 310. (6) Reactant: [NH2:1][C:2]1[CH:7]=[CH:6][CH:5]=[CH:4][C:3]=1[NH:8][C:9]([C:11]1[CH:15]=[C:14]([CH3:16])[N:13]([CH2:17][C:18]2[C:26]3[O:25][C:24]([CH:27]([CH3:29])[CH3:28])=[CH:23][C:22]=3[CH:21]=[C:20]([Cl:30])[CH:19]=2)[N:12]=1)=O. Product: [ClH:30].[Cl:30][C:20]1[CH:19]=[C:18]([CH2:17][N:13]2[C:14]([CH3:16])=[CH:15][C:11]([C:9]3[NH:8][C:3]4[CH:4]=[CH:5][CH:6]=[CH:7][C:2]=4[N:1]=3)=[N:12]2)[C:26]2[O:25][C:24]([CH:27]([CH3:29])[CH3:28])=[CH:23][C:22]=2[CH:21]=1. The catalyst class is: 15. (7) Reactant: I[C:2]1[CH:3]=[C:4]([CH:19]=[CH:20][CH:21]=1)[C:5]([NH:7][C:8]1[CH:13]=[CH:12][C:11]([O:14][C:15]([F:18])([F:17])[F:16])=[CH:10][CH:9]=1)=[O:6].[NH:22]1[CH:26]=[CH:25][N:24]=[CH:23]1.N1CCC[C@H]1C(O)=O.C([O-])([O-])=O.[K+].[K+]. Product: [N:22]1([C:2]2[CH:3]=[C:4]([CH:19]=[CH:20][CH:21]=2)[C:5]([NH:7][C:8]2[CH:13]=[CH:12][C:11]([O:14][C:15]([F:18])([F:17])[F:16])=[CH:10][CH:9]=2)=[O:6])[CH:26]=[CH:25][N:24]=[CH:23]1. The catalyst class is: 419. (8) Reactant: [O:1]1[CH2:6][CH2:5][N:4]([C:7]2[N:12]=[C:11]([N:13]3[CH2:18][CH2:17][O:16][CH2:15][CH2:14]3)[N:10]=[C:9]([C:19]3[CH:24]=[CH:23][C:22]([NH:25][C:26](=[O:37])[NH:27][C:28]4[CH:36]=[CH:35][C:31]([C:32](O)=[O:33])=[CH:30][CH:29]=4)=[CH:21][CH:20]=3)[N:8]=2)[CH2:3][CH2:2]1.CCN(C(C)C)C(C)C.CN(C(ON1N=NC2C=CC=CC1=2)=[N+](C)C)C.F[P-](F)(F)(F)(F)F.[NH:71]1[CH2:76][CH2:75][NH:74][CH2:73][CH2:72]1. Product: [O:1]1[CH2:6][CH2:5][N:4]([C:7]2[N:12]=[C:11]([N:13]3[CH2:14][CH2:15][O:16][CH2:17][CH2:18]3)[N:10]=[C:9]([C:19]3[CH:20]=[CH:21][C:22]([NH:25][C:26]([NH:27][C:28]4[CH:36]=[CH:35][C:31]([C:32]([N:71]5[CH2:76][CH2:75][NH:74][CH2:73][CH2:72]5)=[O:33])=[CH:30][CH:29]=4)=[O:37])=[CH:23][CH:24]=3)[N:8]=2)[CH2:3][CH2:2]1. The catalyst class is: 37. (9) The catalyst class is: 3. Product: [N:78]1([CH2:77][CH2:76][CH2:75][NH:74][C:28]([C:25]2[CH:24]=[CH:23][C:22]([C:3]3[C:2]([CH3:1])=[CH:7][CH:6]=[C:5]([NH:8][C:9](=[O:21])[C:10]4[CH:15]=[CH:14][N:13]=[C:12]([N:16]5[CH2:17][CH2:18][CH2:19][CH2:20]5)[CH:11]=4)[CH:4]=3)=[CH:27][CH:26]=2)=[O:30])[CH:82]=[CH:81][N:80]=[CH:79]1. Reactant: [CH3:1][C:2]1[CH:7]=[CH:6][C:5]([NH:8][C:9](=[O:21])[C:10]2[CH:15]=[CH:14][N:13]=[C:12]([N:16]3[CH2:20][CH2:19][CH2:18][CH2:17]3)[CH:11]=2)=[CH:4][C:3]=1[C:22]1[CH:27]=[CH:26][C:25]([C:28]([OH:30])=O)=[CH:24][CH:23]=1.CN(C(ON1N=NC2C=CC=NC1=2)=[N+](C)C)C.F[P-](F)(F)(F)(F)F.C1C=CC2N(O)N=NC=2C=1.CCN(C(C)C)C(C)C.[NH2:74][CH2:75][CH2:76][CH2:77][N:78]1[CH:82]=[CH:81][N:80]=[CH:79]1. (10) Reactant: [CH:1]1([C:4]([N:6]2[CH2:11][CH2:10][N:9]([C:12]([C:14]3[CH:15]=[C:16]([CH:20]4[C:25]5=[N:26][NH:27][C:28](=[O:33])[C:29]6[CH:30]=[CH:31][CH:32]=[C:23]([C:24]=65)[NH:22][CH:21]4[C:34]4[CH:41]=[CH:40][C:37]([CH:38]=[O:39])=[CH:36][CH:35]=4)[CH:17]=[CH:18][CH:19]=3)=[O:13])[CH2:8][CH2:7]2)=[O:5])[CH2:3][CH2:2]1.[CH3:42][NH:43][CH3:44].[BH4-].[Na+]. Product: [CH3:42][N:43]([CH2:38][C:37]1[CH:40]=[CH:41][C:34]([CH:21]2[NH:22][C:23]3[C:24]4[C:25](=[N:26][NH:27][C:28](=[O:33])[C:29]=4[CH:30]=[CH:31][CH:32]=3)[CH2:20]2)=[CH:35][CH:36]=1)[CH3:44].[CH:1]1([C:4]([N:6]2[CH2:11][CH2:10][N:9]([C:12]([C:14]3[CH:15]=[C:16]([CH:20]4[C:25]5=[N:26][NH:27][C:28](=[O:33])[C:29]6[CH:30]=[CH:31][CH:32]=[C:23]([C:24]=65)[NH:22][CH:21]4[C:34]4[CH:35]=[CH:36][C:37]([CH2:38][OH:39])=[CH:40][CH:41]=4)[CH:17]=[CH:18][CH:19]=3)=[O:13])[CH2:8][CH2:7]2)=[O:5])[CH2:3][CH2:2]1. The catalyst class is: 5.